This data is from Reaction yield outcomes from USPTO patents with 853,638 reactions. The task is: Predict the reaction yield, written as a fraction of the theoretical maximum amount of product (1.0 means a 100% yield; for example, 0.34 means a 34% yield). (1) The reactants are [NH:1]1[CH:5]=[CH:4][C:3]([C:6]2[CH:11]=[CH:10][C:9]([OH:12])=[CH:8][CH:7]=2)=[N:2]1.C(=O)([O-])[O-].[K+].[K+].[CH2:19]([O:26][C:27]([NH:29][CH2:30][CH2:31]OS(C)(=O)=O)=[O:28])[C:20]1[CH:25]=[CH:24][CH:23]=[CH:22][CH:21]=1. The catalyst is CS(C)=O. The product is [CH2:19]([O:26][C:27](=[O:28])[NH:29][CH2:30][CH2:31][O:12][C:9]1[CH:10]=[CH:11][C:6]([C:3]2[CH:4]=[CH:5][NH:1][N:2]=2)=[CH:7][CH:8]=1)[C:20]1[CH:25]=[CH:24][CH:23]=[CH:22][CH:21]=1. The yield is 0.610. (2) The reactants are [CH3:1][O:2][C:3]([C:5]1[CH:10]=[CH:9][C:8]([C:11]2[C:12]([CH3:58])([CH3:57])[C@H:13]3[C@:26]([CH3:29])([CH2:27][CH:28]=2)[C@@H:25]2[C@:16]([CH3:56])([C@@:17]4([CH3:55])[C@H:22]([CH2:23][CH2:24]2)[C@H:21]2[C@H:30]([C:33]([CH2:35][O:36][CH2:37][CH2:38][N:39]5[CH2:44][CH2:43][O:42][CH2:41][CH2:40]5)=[CH2:34])[CH2:31][CH2:32][C@:20]2([C:45]([O:47]CC2C=CC=CC=2)=[O:46])[CH2:19][CH2:18]4)[CH2:15][CH2:14]3)=[CH:7][CH:6]=1)=[O:4].C([SiH](C)C)(C)(C)C.O.[F-].C([N+](CCCC)(CCCC)CCCC)CCC. The catalyst is ClCCCl.O.C([O-])(=O)C.[Pd+2].C([O-])(=O)C. The product is [CH3:1][O:2][C:3]([C:5]1[CH:10]=[CH:9][C:8]([C:11]2[C:12]([CH3:58])([CH3:57])[C@H:13]3[C@:26]([CH3:29])([CH2:27][CH:28]=2)[C@@H:25]2[C@:16]([CH3:56])([C@@:17]4([CH3:55])[C@H:22]([CH2:23][CH2:24]2)[C@H:21]2[C@H:30]([C:33]([CH2:35][O:36][CH2:37][CH2:38][N:39]5[CH2:40][CH2:41][O:42][CH2:43][CH2:44]5)=[CH2:34])[CH2:31][CH2:32][C@:20]2([C:45]([OH:47])=[O:46])[CH2:19][CH2:18]4)[CH2:15][CH2:14]3)=[CH:7][CH:6]=1)=[O:4]. The yield is 0.737. (3) The reactants are [Cl:1][C:2]1(N)[CH:7]=[CH:6][C:5]([N:8]([C:12]2[CH:17]=[CH:16][CH:15]=[CH:14][C:13]=2[C:18]([F:21])([F:20])[F:19])[C:9](=[O:11])[NH2:10])=[CH:4][CH2:3]1.[C:23]([O:34][CH3:35])(=[O:33])[C:24]1[CH:32]=[CH:31][CH:30]=[C:26](C([O-])=O)[CH:25]=1.C1C=CC2N([OH:45])N=NC=2C=1.O.CN1CCOCC1.C[N:55]([CH:57]=[O:58])C. The catalyst is CCOC(C)=O. The yield is 0.430. The product is [Cl:1][C:2]1([C:31]2[CH:30]=[CH:26][CH:25]=[C:24]([C:23]([O:34][CH3:35])=[O:33])[CH:32]=2)[CH:7]=[CH:6][C:5]([N:8]([C:12]2[CH:17]=[CH:16][CH:15]=[CH:14][C:13]=2[C:18]([F:21])([F:20])[F:19])[C:9](=[O:11])[NH2:10])=[C:4]([NH:55][C:57]([OH:58])=[O:45])[CH2:3]1. (4) The reactants are [Cl:1][C:2]1[CH:7]=[CH:6][C:5]([S:8]([NH:11][C@H:12]([C:15]2[CH:20]=[CH:19][C:18]([C:21]#[N:22])=[CH:17][CH:16]=2)[CH2:13][CH3:14])(=[O:10])=[O:9])=[CH:4][CH:3]=1.Br[CH2:24][C:25]1[CH:32]=[CH:31][C:28]([C:29]#[N:30])=[CH:27][CH:26]=1.C([O-])([O-])=O.[K+].[K+]. The catalyst is CN(C=O)C. The product is [Cl:1][C:2]1[CH:7]=[CH:6][C:5]([S:8]([N:11]([CH2:24][C:25]2[CH:32]=[CH:31][C:28]([C:29]#[N:30])=[CH:27][CH:26]=2)[C@H:12]([C:15]2[CH:16]=[CH:17][C:18]([C:21]#[N:22])=[CH:19][CH:20]=2)[CH2:13][CH3:14])(=[O:9])=[O:10])=[CH:4][CH:3]=1. The yield is 0.580. (5) The reactants are [C:1]([C:5]1[O:9][N:8]=[C:7]([NH:10][C:11]([NH:13][C:14]2[CH:19]=[CH:18][CH:17]=[C:16]([O:20][C:21]3[C:30]4[C:25](=[CH:26][C:27]([OH:33])=[C:28]([O:31][CH3:32])[CH:29]=4)[N:24]=[CH:23][N:22]=3)[CH:15]=2)=[O:12])[CH:6]=1)([CH3:4])([CH3:3])[CH3:2].[CH2:34]([C@@H:36]1[O:38][CH2:37]1)Cl.C(=O)([O-])[O-].[Cs+].[Cs+].[I-].[K+]. The catalyst is CN(C)C=O. The product is [C:1]([C:5]1[O:9][N:8]=[C:7]([NH:10][C:11]([NH:13][C:14]2[CH:19]=[CH:18][CH:17]=[C:16]([O:20][C:21]3[C:30]4[C:25](=[CH:26][C:27]([O:33][CH2:34][C@H:36]5[CH2:37][O:38]5)=[C:28]([O:31][CH3:32])[CH:29]=4)[N:24]=[CH:23][N:22]=3)[CH:15]=2)=[O:12])[CH:6]=1)([CH3:4])([CH3:2])[CH3:3]. The yield is 0.150. (6) The reactants are B(Cl)(Cl)Cl.[CH3:5][NH:6][C:7]([C:9]1[C:13]2[CH:14]=[C:15]([O:24][CH:25]([CH3:27])C)[C:16]([N:18]3[CH2:23][CH2:22][O:21][CH2:20][CH2:19]3)=[CH:17][C:12]=2[O:11][C:10]=1[C:28]1[CH:33]=[CH:32][C:31]([F:34])=[CH:30][CH:29]=1)=[O:8]. The catalyst is ClCCl. The product is [CH3:5][NH:6][C:7]([C:9]1[C:13]2[CH:14]=[C:15]([O:24][CH2:25][C:27]3[CH:29]=[CH:28][C:10]([O:11][CH3:12])=[CH:9][CH:7]=3)[C:16]([N:18]3[CH2:19][CH2:20][O:21][CH2:22][CH2:23]3)=[CH:17][C:12]=2[O:11][C:10]=1[C:28]1[CH:29]=[CH:30][C:31]([F:34])=[CH:32][CH:33]=1)=[O:8]. The yield is 0.840. (7) The reactants are [CH2:1]([C:3]1[CH:8]=[CH:7][C:6]([C@H:9]2[CH2:14][C@@H:13]([C:15]([F:18])([F:17])[F:16])[N:12]3[N:19]=[CH:20][C:21]([C:22]([OH:24])=O)=[C:11]3[NH:10]2)=[CH:5][CH:4]=1)[CH3:2].CN(C(ON1N=NC2C=CC=NC1=2)=[N+](C)C)C.F[P-](F)(F)(F)(F)F.C(N(CC)C(C)C)(C)C.[CH3:58][N:59]1[C:63]([CH3:64])=[CH:62][CH:61]=[C:60]1[CH2:65][NH2:66]. No catalyst specified. The product is [CH3:58][N:59]1[C:63]([CH3:64])=[CH:62][CH:61]=[C:60]1[CH2:65][NH:66][C:22]([C:21]1[CH:20]=[N:19][N:12]2[C@H:13]([C:15]([F:16])([F:18])[F:17])[CH2:14][C@H:9]([C:6]3[CH:5]=[CH:4][C:3]([CH2:1][CH3:2])=[CH:8][CH:7]=3)[NH:10][C:11]=12)=[O:24]. The yield is 0.610. (8) The reactants are [NH2:1][C:2]1[N:6]([CH:7]2[CH2:12][CH2:11][CH2:10][NH:9][CH2:8]2)[N:5]=[C:4]([C:13]2[CH:18]=[CH:17][C:16]([O:19][C:20]3[CH:25]=[CH:24][CH:23]=[CH:22][CH:21]=3)=[CH:15][CH:14]=2)[C:3]=1[C:26]([NH2:28])=[O:27].[CH3:29][N:30]([CH3:37])[CH2:31]/[CH:32]=[CH:33]/[C:34](O)=[O:35].CN(C(ON1N=NC2C=CC=NC1=2)=[N+](C)C)C.F[P-](F)(F)(F)(F)F.CCN(C(C)C)C(C)C. The catalyst is CN(C=O)C. The product is [NH2:1][C:2]1[N:6]([CH:7]2[CH2:12][CH2:11][CH2:10][N:9]([C:34](=[O:35])/[CH:33]=[CH:32]/[CH2:31][N:30]([CH3:37])[CH3:29])[CH2:8]2)[N:5]=[C:4]([C:13]2[CH:14]=[CH:15][C:16]([O:19][C:20]3[CH:25]=[CH:24][CH:23]=[CH:22][CH:21]=3)=[CH:17][CH:18]=2)[C:3]=1[C:26]([NH2:28])=[O:27]. The yield is 0.260.